From a dataset of Peptide-MHC class II binding affinity with 134,281 pairs from IEDB. Regression. Given a peptide amino acid sequence and an MHC pseudo amino acid sequence, predict their binding affinity value. This is MHC class II binding data. The peptide sequence is YDKFLANVSTVLTGC. The MHC is DRB1_0101 with pseudo-sequence DRB1_0101. The binding affinity (normalized) is 0.746.